Dataset: Peptide-MHC class I binding affinity with 185,985 pairs from IEDB/IMGT. Task: Regression. Given a peptide amino acid sequence and an MHC pseudo amino acid sequence, predict their binding affinity value. This is MHC class I binding data. (1) The peptide sequence is AFVRFSTDK. The MHC is HLA-A33:01 with pseudo-sequence HLA-A33:01. The binding affinity (normalized) is 0. (2) The MHC is HLA-B40:01 with pseudo-sequence HLA-B40:01. The peptide sequence is YRYLRHGKL. The binding affinity (normalized) is 0.0847. (3) The peptide sequence is SAYLISIFLH. The MHC is HLA-A03:01 with pseudo-sequence HLA-A03:01. The binding affinity (normalized) is 0.399. (4) The peptide sequence is NLTSTWVTY. The MHC is HLA-A01:01 with pseudo-sequence HLA-A01:01. The binding affinity (normalized) is 0.312. (5) The peptide sequence is FARQNNGAF. The MHC is HLA-C07:01 with pseudo-sequence HLA-C07:01. The binding affinity (normalized) is 0.263. (6) The peptide sequence is TTILGLLPM. The MHC is HLA-A31:01 with pseudo-sequence HLA-A31:01. The binding affinity (normalized) is 0.0847. (7) The peptide sequence is YADSVKGR. The MHC is HLA-A02:06 with pseudo-sequence HLA-A02:06. The binding affinity (normalized) is 0. (8) The peptide sequence is LLLYQTFGRK. The MHC is HLA-A02:02 with pseudo-sequence HLA-A02:02. The binding affinity (normalized) is 0.240. (9) The peptide sequence is KVCYVPHFK. The MHC is HLA-A68:01 with pseudo-sequence HLA-A68:01. The binding affinity (normalized) is 0.552. (10) The peptide sequence is FRYKSRCYV. The MHC is HLA-A01:01 with pseudo-sequence HLA-A01:01. The binding affinity (normalized) is 0.0847.